From a dataset of Full USPTO retrosynthesis dataset with 1.9M reactions from patents (1976-2016). Predict the reactants needed to synthesize the given product. (1) The reactants are: [Cl:1][CH2:2][C:3]([O:5][CH2:6][C@H:7]1[O:19][C@@H:11](SC2C=CC=CC=2)[C@H:10]([O:20][CH2:21][C:22]2[CH:27]=[CH:26][CH:25]=[CH:24][CH:23]=2)[C@@H:9]([O:28][CH2:29][C:30]2[CH:35]=[CH:34][CH:33]=[CH:32][CH:31]=2)[C@H:8]1[O:36][CH2:37][C:38]1[CH:43]=[CH:42][CH:41]=[CH:40][CH:39]=1)=[O:4].CCN(S(F)(F)[F:50])CC.C1C(=O)N(Br)C(=O)C1. Given the product [Cl:1][CH2:2][C:3]([O:5][CH2:6][C@H:7]1[O:19][C@@H:11]([F:50])[C@H:10]([O:20][CH2:21][C:22]2[CH:27]=[CH:26][CH:25]=[CH:24][CH:23]=2)[C@@H:9]([O:28][CH2:29][C:30]2[CH:35]=[CH:34][CH:33]=[CH:32][CH:31]=2)[C@H:8]1[O:36][CH2:37][C:38]1[CH:43]=[CH:42][CH:41]=[CH:40][CH:39]=1)=[O:4], predict the reactants needed to synthesize it. (2) Given the product [N+:8]([C:7]1[C:2]([N:20]2[CH2:21][C@H:16]([C:15]([F:31])([F:30])[F:14])[CH2:17][C@H:18]([NH:22][C:23](=[O:29])[O:24][C:25]([CH3:27])([CH3:26])[CH3:28])[CH2:19]2)=[C:3]2[CH2:13][CH2:12][O:11][C:4]2=[N:5][CH:6]=1)([O-:10])=[O:9], predict the reactants needed to synthesize it. The reactants are: I[C:2]1[C:7]([N+:8]([O-:10])=[O:9])=[CH:6][N:5]=[C:4]2[O:11][CH2:12][CH2:13][C:3]=12.[F:14][C:15]([F:31])([F:30])[C@H:16]1[CH2:21][NH:20][CH2:19][C@@H:18]([NH:22][C:23](=[O:29])[O:24][C:25]([CH3:28])([CH3:27])[CH3:26])[CH2:17]1.CCN(C(C)C)C(C)C. (3) Given the product [CH2:1]([O:3][CH2:4][CH2:5][CH2:6][NH:7][C:23]([C:22]1[CH:21]=[N:20][N:17]2[C:18]([CH3:19])=[C:13]([CH2:12][C:11]3[CH:27]=[CH:28][CH:29]=[C:9]([F:8])[CH:10]=3)[C:14]([CH3:26])=[N:15][C:16]=12)=[O:24])[CH3:2], predict the reactants needed to synthesize it. The reactants are: [CH2:1]([O:3][CH2:4][CH2:5][CH2:6][NH2:7])[CH3:2].[F:8][C:9]1[CH:10]=[C:11]([CH:27]=[CH:28][CH:29]=1)[CH2:12][C:13]1[C:14]([CH3:26])=[N:15][C:16]2[N:17]([N:20]=[CH:21][C:22]=2[C:23](O)=[O:24])[C:18]=1[CH3:19]. (4) The reactants are: [CH:1]1([CH:4]([C:11]2[CH:16]=[CH:15][CH:14]=[C:13]([CH2:17][O:18][C:19]3[CH:20]=[C:21]([CH2:33][C:34]([CH3:37])([CH3:36])[CH3:35])[C:22]([C:25]4[CH:30]=[CH:29][N:28]=[C:27]([O:31][CH3:32])[CH:26]=4)=[N:23][CH:24]=3)[CH:12]=2)[CH2:5][C:6]([O:8]CC)=[O:7])[CH2:3][CH2:2]1.[OH-].[Na+].Cl. Given the product [CH:1]1([CH:4]([C:11]2[CH:16]=[CH:15][CH:14]=[C:13]([CH2:17][O:18][C:19]3[CH:20]=[C:21]([CH2:33][C:34]([CH3:37])([CH3:36])[CH3:35])[C:22]([C:25]4[CH:30]=[CH:29][N:28]=[C:27]([O:31][CH3:32])[CH:26]=4)=[N:23][CH:24]=3)[CH:12]=2)[CH2:5][C:6]([OH:8])=[O:7])[CH2:2][CH2:3]1, predict the reactants needed to synthesize it. (5) Given the product [OH:1][C:2]1[CH:10]=[CH:9][C:5]([C:6]([O:8][CH2:14][CH3:15])=[O:7])=[CH:4][C:3]=1[O:11][CH3:12], predict the reactants needed to synthesize it. The reactants are: [OH:1][C:2]1[CH:10]=[CH:9][C:5]([C:6]([OH:8])=[O:7])=[CH:4][C:3]=1[O:11][CH3:12].Cl.[CH3:14][CH2:15]O.